Dataset: Forward reaction prediction with 1.9M reactions from USPTO patents (1976-2016). Task: Predict the product of the given reaction. Given the reactants [NH2:1][CH:2]([C:10]1[CH:15]=[CH:14][CH:13]=[C:12]([F:16])[CH:11]=1)[CH2:3][C:4]([O:6]CCC)=[O:5].P([O-])([O-])([O-])=O.[K+].[K+].[K+].[Cl-:25].[Na+:26], predict the reaction product. The product is: [NH2:1][CH:2]([C:10]1[CH:15]=[CH:14][CH:13]=[C:12]([F:16])[CH:11]=1)[CH2:3][C:4]([OH:6])=[O:5].[Cl-:25].[Na+:26].